From a dataset of NCI-60 drug combinations with 297,098 pairs across 59 cell lines. Regression. Given two drug SMILES strings and cell line genomic features, predict the synergy score measuring deviation from expected non-interaction effect. Drug 1: C1CC2CC3=C(CC1C24CN(S(=O)(=O)N4)CC(F)(F)F)C=CC(=C3)C=CCN5CCC(CC5)C(F)(F)F. Drug 2: CN(CC1=CN=C2C(=N1)C(=NC(=N2)N)N)C3=CC=C(C=C3)C(=O)NC(CCC(=O)O)C(=O)O. Cell line: NCIH23. Synergy scores: CSS=65.2, Synergy_ZIP=6.71, Synergy_Bliss=6.56, Synergy_Loewe=-4.93, Synergy_HSA=7.02.